Dataset: Catalyst prediction with 721,799 reactions and 888 catalyst types from USPTO. Task: Predict which catalyst facilitates the given reaction. (1) Reactant: [CH3:1][C:2]([Si:5](Cl)([CH3:7])[CH3:6])([CH3:4])[CH3:3].CN(C)C=O.N1C=CN=C1.[Cl:19][C:20]1[CH:25]=[C:24]([Cl:26])[C:23]([I:27])=[CH:22][C:21]=1[OH:28]. Product: [C:2]([Si:5]([O:28][C:21]1[CH:22]=[C:23]([I:27])[C:24]([Cl:26])=[CH:25][C:20]=1[Cl:19])([CH3:7])[CH3:6])([CH3:4])([CH3:3])[CH3:1]. The catalyst class is: 6. (2) Reactant: [CH3:1][N:2]1[C:10]([CH2:11][CH2:12][CH2:13][C:14]([OH:16])=[O:15])=[N:9][C:8]2[CH:7]=[C:6]([N:17]([CH2:21][CH2:22][Cl:23])[CH2:18][CH2:19][Cl:20])[CH:5]=[CH:4][C:3]1=2.C(O)[C@H]([C@H]([C@@H]([C@@H](CO)O)O)O)O.C(O)=O. Product: [CH3:1][N:2]1[C:10]([CH2:11][CH2:12][CH2:13][C:14]([OH:16])=[O:15])=[N:9][C:8]2[CH:7]=[C:6]([N:17]([CH2:18][CH2:19][Cl:20])[CH2:21][CH2:22][Cl:23])[CH:5]=[CH:4][C:3]1=2.[ClH:20]. The catalyst class is: 6. (3) Reactant: [C:1]1([C:7]2[CH:8]=[C:9]([C:16]3[O:20][N:19]=[C:18]([C:21]4[CH:22]=[C:23]5[C:27](=[CH:28][CH:29]=4)[N:26]([CH2:30][CH2:31][C:32]([OH:34])=[O:33])[CH:25]=[CH:24]5)[N:17]=3)[S:10][C:11]=2[C:12]([F:15])([F:14])[F:13])[CH:6]=[CH:5][CH:4]=[CH:3][CH:2]=1.[OH-].[Na+:36]. Product: [C:1]1([C:7]2[CH:8]=[C:9]([C:16]3[O:20][N:19]=[C:18]([C:21]4[CH:22]=[C:23]5[C:27](=[CH:28][CH:29]=4)[N:26]([CH2:30][CH2:31][C:32]([O-:34])=[O:33])[CH:25]=[CH:24]5)[N:17]=3)[S:10][C:11]=2[C:12]([F:14])([F:15])[F:13])[CH:6]=[CH:5][CH:4]=[CH:3][CH:2]=1.[Na+:36]. The catalyst class is: 161. (4) Reactant: FC(F)(F)C(O)=O.[CH3:8][O:9][C:10](=[O:19])[C:11](=[CH2:18])[CH:12]([O:14][C:15](=[O:17])[CH3:16])[CH3:13].CO[CH2:22][N:23]([CH2:29][C:30]1[CH:35]=[CH:34][CH:33]=[CH:32][CH:31]=1)[CH2:24][Si](C)(C)C. Product: [CH3:8][O:9][C:10]([C:11]1([CH:12]([O:14][C:15](=[O:17])[CH3:16])[CH3:13])[CH2:18][CH2:22][N:23]([CH2:29][C:30]2[CH:31]=[CH:32][CH:33]=[CH:34][CH:35]=2)[CH2:24]1)=[O:19]. The catalyst class is: 2. (5) The catalyst class is: 2. Reactant: [CH3:1][C:2]([O:5][C:6]([NH:8][CH2:9][CH2:10][CH2:11][CH2:12][C@H:13]([NH:17][C:18]([O:20][C:21]([CH3:24])([CH3:23])[CH3:22])=[O:19])[C:14]([OH:16])=[O:15])=[O:7])([CH3:4])[CH3:3].[CH3:25][O:26][C:27](=[O:40])[C@H:28]([CH2:30][C:31]1[C:39]2[C:34](=[CH:35][CH:36]=[CH:37][CH:38]=2)[NH:33][CH:32]=1)[NH2:29].OC1C2N=NNC=2C=CC=1.C1CCC(N=C=NC2CCCCC2)CC1. Product: [CH3:4][C:2]([O:5][C:6]([NH:8][CH2:9][CH2:10][CH2:11][CH2:12][C@H:13]([NH:17][C:18]([O:20][C:21]([CH3:24])([CH3:23])[CH3:22])=[O:19])[C:14]([OH:16])=[O:15])=[O:7])([CH3:1])[CH3:3].[NH2:29][C@H:28]([C:27]([O:26][CH3:25])=[O:40])[CH2:30][C:31]1[C:39]2[C:34](=[CH:35][CH:36]=[CH:37][CH:38]=2)[NH:33][CH:32]=1.